From a dataset of Peptide-MHC class I binding affinity with 185,985 pairs from IEDB/IMGT. Regression. Given a peptide amino acid sequence and an MHC pseudo amino acid sequence, predict their binding affinity value. This is MHC class I binding data. (1) The peptide sequence is AQFSPQYL. The MHC is Mamu-B01 with pseudo-sequence Mamu-B01. The binding affinity (normalized) is 0. (2) The peptide sequence is MAAAAFPAL. The MHC is HLA-B45:06 with pseudo-sequence HLA-B45:06. The binding affinity (normalized) is 0.213. (3) The peptide sequence is ILARNEEGR. The MHC is HLA-A68:01 with pseudo-sequence HLA-A68:01. The binding affinity (normalized) is 0.587. (4) The peptide sequence is PLFPGITRV. The MHC is HLA-B18:01 with pseudo-sequence HLA-B18:01. The binding affinity (normalized) is 0.0847. (5) The peptide sequence is IYDFYYLDY. The MHC is HLA-B57:01 with pseudo-sequence HLA-B57:01. The binding affinity (normalized) is 0.0847.